From a dataset of Blood-brain barrier penetration binary classification data from Martins et al.. Regression/Classification. Given a drug SMILES string, predict its absorption, distribution, metabolism, or excretion properties. Task type varies by dataset: regression for continuous measurements (e.g., permeability, clearance, half-life) or binary classification for categorical outcomes (e.g., BBB penetration, CYP inhibition). Dataset: bbb_martins. (1) The compound is CCC(C)(O)C1CC23C=CC1(OC)C1Oc4c(OC)ccc5c4C12CCN(CC1CC1)C3C5. The result is 1 (penetrates BBB). (2) The molecule is Cc1ccc(S(=O)(=O)CCN2C(=O)CN=C(c3ccccc3Cl)c3cc(Cl)ccc32)cc1. The result is 1 (penetrates BBB). (3) The compound is COc1ccc2c3c1O[C@H]1[C@@H](O)C=C[C@H]4[C@@H](C2)N(C)CC[C@]314. The result is 1 (penetrates BBB).